Dataset: Peptide-MHC class II binding affinity with 134,281 pairs from IEDB. Task: Regression. Given a peptide amino acid sequence and an MHC pseudo amino acid sequence, predict their binding affinity value. This is MHC class II binding data. (1) The peptide sequence is THRHIIGEGCPKPHR. The MHC is DRB1_0301 with pseudo-sequence DRB1_0301. The binding affinity (normalized) is 0.403. (2) The peptide sequence is AAVGATPEAKFDSFV. The MHC is HLA-DQA10501-DQB10201 with pseudo-sequence HLA-DQA10501-DQB10201. The binding affinity (normalized) is 0.480. (3) The peptide sequence is FEIKCTKPEACSGEPVVVHI. The MHC is DRB1_0301 with pseudo-sequence DRB1_0301. The binding affinity (normalized) is 0.0576. (4) The peptide sequence is YHFDLSGIAFGSMAK. The MHC is HLA-DQA10104-DQB10503 with pseudo-sequence HLA-DQA10104-DQB10503. The binding affinity (normalized) is 0.0892. (5) The peptide sequence is APPAYEKLSAEQSPP. The MHC is DRB1_0101 with pseudo-sequence DRB1_0101. The binding affinity (normalized) is 0.596. (6) The peptide sequence is GELQIVDFIDAAFKI. The MHC is DRB1_0404 with pseudo-sequence DRB1_0404. The binding affinity (normalized) is 0.645. (7) The peptide sequence is DPWTIYAIGGSSNPT. The MHC is DRB1_0301 with pseudo-sequence DRB1_0301. The binding affinity (normalized) is 0.0849. (8) The peptide sequence is KMIGGIGGFIKVRQYDQIAI. The MHC is HLA-DQA10501-DQB10201 with pseudo-sequence HLA-DQA10501-DQB10201. The binding affinity (normalized) is 0.172. (9) The peptide sequence is TISSYFVGKMYFNLIDTK. The MHC is DRB1_1501 with pseudo-sequence DRB1_1501. The binding affinity (normalized) is 0.502.